This data is from Peptide-MHC class II binding affinity with 134,281 pairs from IEDB. The task is: Regression. Given a peptide amino acid sequence and an MHC pseudo amino acid sequence, predict their binding affinity value. This is MHC class II binding data. (1) The peptide sequence is QFKPEEITGIMKDLD. The MHC is DRB1_1001 with pseudo-sequence DRB1_1001. The binding affinity (normalized) is 0.347. (2) The peptide sequence is VTVDSIGMLPRF. The MHC is DRB1_0404 with pseudo-sequence DRB1_0404. The binding affinity (normalized) is 0.124. (3) The peptide sequence is EKKYTAATQFEPLAA. The MHC is DRB1_0701 with pseudo-sequence DRB1_0701. The binding affinity (normalized) is 0.469. (4) The peptide sequence is DRSIALTFLAVGGVL. The MHC is DRB1_0301 with pseudo-sequence DRB1_0301. The binding affinity (normalized) is 0.0265. (5) The peptide sequence is EIDTDGDGFIDFNEF. The MHC is DRB3_0202 with pseudo-sequence DRB3_0202. The binding affinity (normalized) is 0.230. (6) The peptide sequence is VIERIRWLLIEILKA. The MHC is DRB1_0101 with pseudo-sequence DRB1_0101. The binding affinity (normalized) is 0.612. (7) The peptide sequence is AGRVAQIRQEIENSDSDYDR. The MHC is DRB1_0301 with pseudo-sequence DRB1_0301. The binding affinity (normalized) is 0.0847. (8) The peptide sequence is FFALCVLGLVAAALP. The MHC is HLA-DPA10301-DPB10402 with pseudo-sequence HLA-DPA10301-DPB10402. The binding affinity (normalized) is 0.340. (9) The peptide sequence is AAIHEMFVNTLVASS. The MHC is DRB1_1101 with pseudo-sequence DRB1_1101. The binding affinity (normalized) is 0.200. (10) The peptide sequence is KDKWIALKESWGAIW. The MHC is HLA-DQA10102-DQB10502 with pseudo-sequence HLA-DQA10102-DQB10502. The binding affinity (normalized) is 0.191.